The task is: Predict the reactants needed to synthesize the given product.. This data is from Full USPTO retrosynthesis dataset with 1.9M reactions from patents (1976-2016). (1) Given the product [Br:1][C:2]1[CH:10]=[CH:9][C:5]2[O:6][CH2:7][O:8][C:4]=2[C:3]=1[CH:11]=[N:12][O:13][CH2:16][CH2:17][N:18]1[CH2:22][CH2:21][CH2:20][CH2:19]1, predict the reactants needed to synthesize it. The reactants are: [Br:1][C:2]1[CH:10]=[CH:9][C:5]2[O:6][CH2:7][O:8][C:4]=2[C:3]=1[CH:11]=[N:12][OH:13].Cl.Cl[CH2:16][CH2:17][N:18]1[CH2:22][CH2:21][CH2:20][CH2:19]1.[H-].[Na+]. (2) Given the product [CH2:32]([O:31][C@@H:4]([CH2:5][C:6]1[CH:11]=[CH:10][C:9]([O:12][CH2:13][C:14]2[N:15]=[C:16]([C:20]3[CH:25]=[CH:24][CH:23]=[CH:22][C:21]=3[F:26])[O:17][C:18]=2[CH3:19])=[CH:8][C:7]=1[C:27]([F:28])([F:29])[F:30])[C:3]([OH:34])=[O:2])[CH3:33], predict the reactants needed to synthesize it. The reactants are: C[O:2][C:3](=[O:34])[C@@H:4]([O:31][CH2:32][CH3:33])[CH2:5][C:6]1[CH:11]=[CH:10][C:9]([O:12][CH2:13][C:14]2[N:15]=[C:16]([C:20]3[CH:25]=[CH:24][CH:23]=[CH:22][C:21]=3[F:26])[O:17][C:18]=2[CH3:19])=[CH:8][C:7]=1[C:27]([F:30])([F:29])[F:28].[Li+].[OH-].